Predict the reaction yield, written as a fraction of the theoretical maximum amount of product (1.0 means a 100% yield; for example, 0.34 means a 34% yield). From a dataset of Reaction yield outcomes from USPTO patents with 853,638 reactions. (1) The reactants are [OH:1][C@H:2]([CH:18]([CH3:20])[CH3:19])[C:3]([NH:5][C@H:6]([C:8]1[CH:17]=[CH:16][C:11]([C:12]([O:14][CH3:15])=[O:13])=[CH:10][CH:9]=1)[CH3:7])=[O:4].C(N(CC)CC)C.[CH3:28][S:29](Cl)(=[O:31])=[O:30]. The catalyst is C(Cl)Cl. The product is [CH3:19][CH:18]([CH3:20])[C@@H:2]([O:1][S:29]([CH3:28])(=[O:31])=[O:30])[C:3]([NH:5][C@H:6]([C:8]1[CH:17]=[CH:16][C:11]([C:12]([O:14][CH3:15])=[O:13])=[CH:10][CH:9]=1)[CH3:7])=[O:4]. The yield is 0.980. (2) The reactants are [CH2:1]([O:3][C:4](=[O:43])[CH2:5][CH2:6][C:7]1[CH:12]=[CH:11][CH:10]=[C:9]([O:13][CH2:14][CH2:15][CH2:16][O:17][C:18]2[CH:23]=[CH:22][CH:21]=[C:20]([C:24]([O:33]CC3C=CC(OC)=CC=3)([C:29]([F:32])([F:31])[F:30])[C:25]([F:28])([F:27])[F:26])[CH:19]=2)[CH:8]=1)[CH3:2]. The catalyst is CCOC(C)=O.[Pd]. The product is [CH2:1]([O:3][C:4](=[O:43])[CH2:5][CH2:6][C:7]1[CH:12]=[CH:11][CH:10]=[C:9]([O:13][CH2:14][CH2:15][CH2:16][O:17][C:18]2[CH:23]=[CH:22][CH:21]=[C:20]([C:24]([OH:33])([C:29]([F:31])([F:32])[F:30])[C:25]([F:26])([F:27])[F:28])[CH:19]=2)[CH:8]=1)[CH3:2]. The yield is 0.800. (3) The reactants are [K+].[Cl:2][C:3]1[N:7]([CH2:8][O:9][CH2:10][CH2:11][Si:12]([CH3:15])([CH3:14])[CH3:13])[N:6]=[C:5]([C:16]([O-:18])=O)[N:4]=1.CC[N:21]([CH:25]([CH3:27])C)[CH:22]([CH3:24])C.FC(F)(F)[C:30]([OH:32])=[O:31].[C:35]1([C:41]2[CH:46]=[C:45]([CH:47]3CCNCC3)[CH:44]=[CH:43][C:42]=2[NH:53]C(C2NC=C(C#N)N=2)=O)[CH2:40][CH2:39][CH2:38][CH2:37][CH:36]=1.C1CN([P+](Br)(N2[CH2:78][CH2:77][CH2:76]C2)N2CCCC2)CC1.F[P-](F)(F)(F)(F)F.[CH2:87](Cl)Cl. No catalyst specified. The product is [C:77]([O:32][C:30]([N:21]1[CH2:22][CH2:24][CH:47]([C:45]2[CH:44]=[CH:43][C:42]([NH:53][C:16]([C:5]3[N:4]=[C:3]([Cl:2])[N:7]([CH2:8][O:9][CH2:10][CH2:11][Si:12]([CH3:13])([CH3:14])[CH3:15])[N:6]=3)=[O:18])=[C:41]([C:35]3[CH2:40][CH2:39][CH2:38][CH2:37][CH:36]=3)[CH:46]=2)[CH2:27][CH2:25]1)=[O:31])([CH3:76])([CH3:78])[CH3:87]. The yield is 0.850. (4) The reactants are C([O:9][C@@H:10]1[C@@H:38]([O:39]C(=O)C2C=CC=CC=2)[C@H:37]([O:48]C(=O)C2C=CC=CC=2)[C@@H:36]([C@@H:57]([CH3:67])[O:58]C(=O)C2C=CC=CC=2)[O:35][C@H:11]1[O:12][C:13]1[CH:18]=[C:17]([CH2:19][O:20]C(=O)C)[CH:16]=[CH:15][C:14]=1[CH2:24][C:25]1[CH:30]=[CH:29][C:28]([O:31][CH:32]([CH3:34])[CH3:33])=[CH:27][CH:26]=1)(=O)C1C=CC=CC=1.C(=O)([O-])[O-].[K+].[K+]. The catalyst is O1CCCC1.CO. The product is [O:12]([C:13]1[CH:18]=[C:17]([CH2:19][OH:20])[CH:16]=[CH:15][C:14]=1[CH2:24][C:25]1[CH:26]=[CH:27][C:28]([O:31][CH:32]([CH3:34])[CH3:33])=[CH:29][CH:30]=1)[C@@H:11]1[O:35][C@H:36]([C@@H:57]([CH3:67])[OH:58])[C@@H:37]([OH:48])[C@H:38]([OH:39])[C@H:10]1[OH:9]. The yield is 0.571. (5) The reactants are [F:1][C:2]1[C:7]([OH:8])=[CH:6][CH:5]=[C:4]([F:9])[C:3]=1[C:10]([NH2:12])=[O:11].Cl[CH2:14][C:15]1[CH:16]=[CH:17][C:18]2[S:22][CH:21]=[CH:20][C:19]=2[CH:23]=1.S1C2C=CC(CO)=CC=2C=C1.S(Cl)(Cl)=O. No catalyst specified. The product is [S:22]1[C:18]2[CH:17]=[CH:16][C:15]([CH2:14][O:8][C:7]3[C:2]([F:1])=[C:3]([C:10]([NH2:12])=[O:11])[C:4]([F:9])=[CH:5][CH:6]=3)=[CH:23][C:19]=2[CH:20]=[CH:21]1. The yield is 0.100. (6) The reactants are [H-].[Al+3].[Li+].[H-].[H-].[H-].[S:7]1[CH:11]=[CH:10][C:9]2[C:12]([C:16]#[N:17])=[CH:13][CH:14]=[CH:15][C:8]1=2.O.[OH-].[Na+]. The catalyst is C1COCC1. The product is [NH2:17][CH2:16][C:12]1[C:9]2[CH:10]=[CH:11][S:7][C:8]=2[CH:15]=[CH:14][CH:13]=1. The yield is 0.930. (7) The reactants are [Cl:1][C:2]1[CH:8]=[C:7]([O:9][C:10]2[C:19]3[C:14](=[CH:15][C:16]([O:22][CH3:23])=[C:17]([O:20][CH3:21])[CH:18]=3)[N:13]=[CH:12][N:11]=2)[CH:6]=[CH:5][C:3]=1[NH2:4].[F:24][C:25]1[CH:30]=[C:29]([F:31])[CH:28]=[CH:27][C:26]=1[N:32]=[C:33]=[O:34].CCOCC. The catalyst is C(Cl)(Cl)Cl. The product is [Cl:1][C:2]1[CH:8]=[C:7]([O:9][C:10]2[C:19]3[C:14](=[CH:15][C:16]([O:22][CH3:23])=[C:17]([O:20][CH3:21])[CH:18]=3)[N:13]=[CH:12][N:11]=2)[CH:6]=[CH:5][C:3]=1[NH:4][C:33]([NH:32][C:26]1[CH:27]=[CH:28][C:29]([F:31])=[CH:30][C:25]=1[F:24])=[O:34]. The yield is 0.460. (8) The catalyst is CN(C)C=O.C(OCC)(=O)C.CCCCCC. The reactants are [Cl:1][C:2]1[CH:7]=[C:6]([O:8][C:9]2[C:18]3[C:13](=[CH:14][C:15]([O:23][CH3:24])=[C:16]([C:19]([O:21][CH3:22])=[O:20])[CH:17]=3)[N:12]=[CH:11][CH:10]=2)[CH:5]=[CH:4][C:3]=1[NH:25][C:26](=[O:34])OC1C=CC=CC=1.[CH3:35][NH2:36].O. The product is [Cl:1][C:2]1[CH:7]=[C:6]([CH:5]=[CH:4][C:3]=1[NH:25][C:26]([NH:36][CH3:35])=[O:34])[O:8][C:9]1[C:18]2[C:13](=[CH:14][C:15]([O:23][CH3:24])=[C:16]([C:19]([O:21][CH3:22])=[O:20])[CH:17]=2)[N:12]=[CH:11][CH:10]=1. The yield is 0.850. (9) The reactants are [Cl:1][C:2]1[CH:3]=[C:4]([CH:9]=[CH:10][C:11]=1[C:12]1[C:35](=[O:36])[N:34]([CH2:37][CH3:38])[C:15]2[N:16]=[C:17]([NH:20][C:21]3[CH:26]=[CH:25][C:24]([N:27]4[CH2:32][CH2:31][N:30]([CH3:33])[CH2:29][CH2:28]4)=[CH:23][CH:22]=3)[N:18]=[CH:19][C:14]=2[CH:13]=1)[C:5]([NH:7][NH2:8])=[O:6].F[C:40](F)(F)C(O)=O. The catalyst is C(OCC)(OCC)OCC. The product is [Cl:1][C:2]1[CH:3]=[C:4]([C:5]2[O:6][CH:40]=[N:8][N:7]=2)[CH:9]=[CH:10][C:11]=1[C:12]1[C:35](=[O:36])[N:34]([CH2:37][CH3:38])[C:15]2[N:16]=[C:17]([NH:20][C:21]3[CH:22]=[CH:23][C:24]([N:27]4[CH2:28][CH2:29][N:30]([CH3:33])[CH2:31][CH2:32]4)=[CH:25][CH:26]=3)[N:18]=[CH:19][C:14]=2[CH:13]=1. The yield is 0.500. (10) The reactants are [CH2:1]([C:3]1[CH:4]=[C:5]([C:10](=[O:12])[CH3:11])[CH:6]=[CH:7][C:8]=1[OH:9])[CH3:2].[Si:13](Cl)([C:16]([CH3:19])([CH3:18])[CH3:17])([CH3:15])[CH3:14].N1C=CN=C1.O. The catalyst is CN(C=O)C. The product is [Si:13]([O:9][C:8]1[CH:7]=[CH:6][C:5]([C:10](=[O:12])[CH3:11])=[CH:4][C:3]=1[CH2:1][CH3:2])([C:16]([CH3:19])([CH3:18])[CH3:17])([CH3:15])[CH3:14]. The yield is 0.780.